Task: Predict which catalyst facilitates the given reaction.. Dataset: Catalyst prediction with 721,799 reactions and 888 catalyst types from USPTO (1) Reactant: COC1C=CC(C[O:8][C:9]2[CH:27]=[CH:26][C:12]([CH2:13][N:14]([CH3:25])[S:15]([C:18]3[CH:23]=[CH:22][C:21]([F:24])=[CH:20][CH:19]=3)(=[O:17])=[O:16])=[CH:11][C:10]=2[C:28]2[CH:33]=[CH:32][CH:31]=[C:30]([C:34]([F:37])([F:36])[F:35])[CH:29]=2)=CC=1. Product: [F:37][C:34]([F:35])([F:36])[C:30]1[CH:29]=[C:28]([C:10]2[CH:11]=[C:12]([CH:26]=[CH:27][C:9]=2[OH:8])[CH2:13][N:14]([CH3:25])[S:15]([C:18]2[CH:23]=[CH:22][C:21]([F:24])=[CH:20][CH:19]=2)(=[O:17])=[O:16])[CH:33]=[CH:32][CH:31]=1. The catalyst class is: 137. (2) Reactant: S(O[CH2:6][CH:7]1[CH2:12][CH2:11][N:10]([C:13]([O:15][C:16]([CH3:19])([CH3:18])[CH3:17])=[O:14])[CH2:9][CH2:8]1)(=O)(=O)C.[C:20]1([C:26]2[NH:27][CH:28]=[CH:29][N:30]=2)[CH:25]=[CH:24][CH:23]=[CH:22][CH:21]=1.C(OC(N1CCC(CNC(OCCCl)=O)CC1)=O)(C)(C)C. Product: [C:16]([O:15][C:13]([N:10]1[CH2:11][CH2:12][CH:7]([CH2:6][N:27]2[CH:28]=[CH:29][N:30]=[C:26]2[C:20]2[CH:25]=[CH:24][CH:23]=[CH:22][CH:21]=2)[CH2:8][CH2:9]1)=[O:14])([CH3:19])([CH3:18])[CH3:17]. The catalyst class is: 1. (3) Reactant: [CH:1]1([CH:4]([O:20][CH3:21])[CH:5]([N:7]2[C:11]3=[N:12][CH:13]=[CH:14][CH:15]=[C:10]3[C:9]([C:16]([OH:18])=O)=[C:8]2[CH3:19])[CH3:6])[CH2:3][CH2:2]1.CN(C(ON1N=NC2C=CC=NC1=2)=[N+](C)C)C.F[P-](F)(F)(F)(F)F.Cl.[NH2:47][CH2:48][C:49]1[C:50](=[O:58])[NH:51][C:52]([CH3:57])=[CH:53][C:54]=1[O:55][CH3:56]. Product: [CH:1]1([CH:4]([O:20][CH3:21])[CH:5]([N:7]2[C:11]3=[N:12][CH:13]=[CH:14][CH:15]=[C:10]3[C:9]([C:16]([NH:47][CH2:48][C:49]3[C:50](=[O:58])[NH:51][C:52]([CH3:57])=[CH:53][C:54]=3[O:55][CH3:56])=[O:18])=[C:8]2[CH3:19])[CH3:6])[CH2:3][CH2:2]1. The catalyst class is: 4. (4) Reactant: [Cl:1][C:2]1[CH:7]=[CH:6][C:5]([C:8](=[O:12])[CH2:9][S:10][CH3:11])=[CH:4][CH:3]=1.C[Si](C)(C)[N-][Si](C)(C)C.[Li+].N1([C:28](=[O:34])[C:29]([O:31][CH2:32][CH3:33])=[O:30])C=CN=C1. Product: [Cl:1][C:2]1[CH:3]=[CH:4][C:5]([C:8](=[O:12])[CH:9]([S:10][CH3:11])[C:28](=[O:34])[C:29]([O:31][CH2:32][CH3:33])=[O:30])=[CH:6][CH:7]=1. The catalyst class is: 237. (5) Reactant: Cl.[Br:2][C:3]1[CH:4]=[C:5]([CH:9]([OH:13])[C:10]([OH:12])=O)[CH:6]=[N:7][CH:8]=1.[C:14]1([CH:20]([NH2:27])[C:21]2[CH:26]=[CH:25][CH:24]=[CH:23][CH:22]=2)[CH:19]=[CH:18][CH:17]=[CH:16][CH:15]=1.C1C=NC2N(O)N=NC=2C=1.CCN(C(C)C)C(C)C. Product: [CH:20]([NH:27][C:10](=[O:12])[CH:9]([C:5]1[CH:6]=[N:7][CH:8]=[C:3]([Br:2])[CH:4]=1)[OH:13])([C:21]1[CH:22]=[CH:23][CH:24]=[CH:25][CH:26]=1)[C:14]1[CH:19]=[CH:18][CH:17]=[CH:16][CH:15]=1. The catalyst class is: 56. (6) Product: [NH2:38][CH2:37][C@@H:33]1[CH2:34][CH2:35][CH2:36][N:32]1[C:21]1[N:20]=[CH:19][C:18]([N:16]([CH3:17])[C:14](=[O:15])[C:13]([C:5]2[CH:4]=[C:3]([C:2]([F:1])([F:51])[F:52])[CH:8]=[C:7]([C:9]([F:10])([F:11])[F:12])[CH:6]=2)([CH3:50])[CH3:49])=[C:23]([C:24]2[CH:29]=[CH:28][C:27]([F:30])=[CH:26][C:25]=2[CH3:31])[CH:22]=1. The catalyst class is: 494. Reactant: [F:1][C:2]([F:52])([F:51])[C:3]1[CH:4]=[C:5]([C:13]([CH3:50])([CH3:49])[C:14]([N:16]([C:18]2[CH:19]=[N:20][C:21]([N:32]3[CH2:36][CH2:35][CH2:34][C@H:33]3[CH2:37][N:38]3C(=O)C4C(=CC=CC=4)C3=O)=[CH:22][C:23]=2[C:24]2[CH:29]=[CH:28][C:27]([F:30])=[CH:26][C:25]=2[CH3:31])[CH3:17])=[O:15])[CH:6]=[C:7]([C:9]([F:12])([F:11])[F:10])[CH:8]=1.O.NN. (7) Reactant: [F:1][C:2]1[CH:3]=[C:4]2[C:12](=[CH:13][CH:14]=1)[N:11]([CH2:15][C:16]1[CH:25]=[CH:24][C:19]([C:20]([O:22][CH3:23])=[O:21])=[CH:18][CH:17]=1)[C:10]1[CH2:9][CH2:8][C:7](=[CH2:26])[C:6](=[O:27])[C:5]2=1.[NH:28]1[CH2:33][CH2:32][NH:31][CH2:30][CH2:29]1. Product: [F:1][C:2]1[CH:3]=[C:4]2[C:12](=[CH:13][CH:14]=1)[N:11]([CH2:15][C:16]1[CH:25]=[CH:24][C:19]([C:20]([O:22][CH3:23])=[O:21])=[CH:18][CH:17]=1)[C:10]1[CH2:9][CH2:8][CH:7]([CH2:26][N:28]3[CH2:33][CH2:32][NH:31][CH2:30][CH2:29]3)[C:6](=[O:27])[C:5]2=1. The catalyst class is: 11.